This data is from Forward reaction prediction with 1.9M reactions from USPTO patents (1976-2016). The task is: Predict the product of the given reaction. (1) Given the reactants [F:1][C:2]1[CH:7]=[C:6]([C:8]2[CH:9]=[N:10][N:11]([CH3:13])[CH:12]=2)[CH:5]=[CH:4][C:3]=1[C:14]1[CH:15]=[N:16][CH:17]=[C:18]2[C:23]=1[N:22]=[C:21]([C:24]#[N:25])[CH:20]=[CH:19]2.[OH:26]S(O)(=O)=O.C([O-])(O)=O.[Na+], predict the reaction product. The product is: [F:1][C:2]1[CH:7]=[C:6]([C:8]2[CH:9]=[N:10][N:11]([CH3:13])[CH:12]=2)[CH:5]=[CH:4][C:3]=1[C:14]1[CH:15]=[N:16][CH:17]=[C:18]2[C:23]=1[N:22]=[C:21]([C:24]([NH2:25])=[O:26])[CH:20]=[CH:19]2. (2) Given the reactants [OH:1][C:2]1[CH:7]=[CH:6][C:5]([CH:8]2[CH2:13][CH2:12][CH:11]([CH2:14][C:15]([O:17][CH3:18])=[O:16])[CH2:10][CH2:9]2)=[CH:4][CH:3]=1.C(N(C(C)C)CC)(C)C.[S:28](O[S:28]([C:31]([F:34])([F:33])[F:32])(=[O:30])=[O:29])([C:31]([F:34])([F:33])[F:32])(=[O:30])=[O:29], predict the reaction product. The product is: [F:32][C:31]([F:34])([F:33])[S:28]([O:1][C:2]1[CH:3]=[CH:4][C:5]([CH:8]2[CH2:9][CH2:10][CH:11]([CH2:14][C:15]([O:17][CH3:18])=[O:16])[CH2:12][CH2:13]2)=[CH:6][CH:7]=1)(=[O:30])=[O:29]. (3) Given the reactants ClC(Cl)(OC(=O)[O:6][C:7]([Cl:10])(Cl)Cl)Cl.[Cl:13][C:14]1[CH:15]=[C:16]([CH:21]2[CH2:25][NH:24][CH2:23][CH:22]2[CH:26]([O:28][C:29]2[CH:36]=[CH:35][C:32]([C:33]#[N:34])=[CH:31][N:30]=2)[CH3:27])[CH:17]=[CH:18][C:19]=1[Cl:20].N1C=CC=CC=1.CCOC(C)=O, predict the reaction product. The product is: [C:33]([C:32]1[CH:35]=[CH:36][C:29]([O:28][CH:26]([CH:22]2[CH:21]([C:16]3[CH:17]=[CH:18][C:19]([Cl:20])=[C:14]([Cl:13])[CH:15]=3)[CH2:25][N:24]([C:7]([Cl:10])=[O:6])[CH2:23]2)[CH3:27])=[N:30][CH:31]=1)#[N:34]. (4) Given the reactants [F:1][C:2]1[CH:7]=[CH:6][C:5]([NH:8][C:9]2[CH:10]=[CH:11][C:12]([CH2:15][NH:16][C:17]([C:19]3([NH:22]C(=O)OC(C)(C)C)[CH2:21][CH2:20]3)=[O:18])=[N:13][CH:14]=2)=[C:4]([C:30]([F:33])([F:32])[F:31])[CH:3]=1.[ClH:34], predict the reaction product. The product is: [ClH:34].[F:1][C:2]1[CH:7]=[CH:6][C:5]([NH:8][C:9]2[CH:10]=[CH:11][C:12]([CH2:15][NH:16][C:17]([C:19]3([NH2:22])[CH2:20][CH2:21]3)=[O:18])=[N:13][CH:14]=2)=[C:4]([C:30]([F:33])([F:31])[F:32])[CH:3]=1. (5) Given the reactants [NH2:1][C:2]1[CH:7]=[C:6]([CH2:8][NH:9][C:10]2[CH:28]=[CH:27][CH:26]=[CH:25][C:11]=2[C:12]([NH:14][C:15]2[CH:20]=[CH:19][CH:18]=[C:17]([C:21]([F:24])([F:23])[F:22])[CH:16]=2)=[O:13])[CH:5]=[CH:4][N:3]=1.C(N(CC)CC)C.[C:36](Cl)(=[O:42])[CH2:37][CH2:38][C:39](Cl)=[O:40], predict the reaction product. The product is: [O:40]=[C:39]1[CH2:38][CH2:37][C:36](=[O:42])[N:1]1[C:2]1[CH:7]=[C:6]([CH2:8][NH:9][C:10]2[CH:28]=[CH:27][CH:26]=[CH:25][C:11]=2[C:12]([NH:14][C:15]2[CH:20]=[CH:19][CH:18]=[C:17]([C:21]([F:22])([F:24])[F:23])[CH:16]=2)=[O:13])[CH:5]=[CH:4][N:3]=1.